Dataset: Peptide-MHC class II binding affinity with 134,281 pairs from IEDB. Task: Regression. Given a peptide amino acid sequence and an MHC pseudo amino acid sequence, predict their binding affinity value. This is MHC class II binding data. (1) The peptide sequence is KTQIDQVESTAGSLQ. The MHC is HLA-DQA10401-DQB10402 with pseudo-sequence HLA-DQA10401-DQB10402. The binding affinity (normalized) is 0.0656. (2) The peptide sequence is DVCGMFTNRSGSQQW. The MHC is H-2-IAb with pseudo-sequence H-2-IAb. The binding affinity (normalized) is 0.0748. (3) The peptide sequence is LGGVMGGLWKYLNAV. The MHC is HLA-DQA10501-DQB10303 with pseudo-sequence HLA-DQA10501-DQB10303. The binding affinity (normalized) is 0.480. (4) The peptide sequence is AAFHSRFVQALTTAA. The MHC is HLA-DQA10301-DQB10302 with pseudo-sequence HLA-DQA10301-DQB10302. The binding affinity (normalized) is 0.361. (5) The peptide sequence is VDKIDAAFKIAATAA. The MHC is DRB1_0901 with pseudo-sequence DRB1_0901. The binding affinity (normalized) is 0.540. (6) The peptide sequence is FMVAMFLAVAVVLGL. The MHC is DRB1_0901 with pseudo-sequence DRB1_0901. The binding affinity (normalized) is 0.573. (7) The peptide sequence is QVCYNFKVQFLFSSM. The MHC is DRB4_0101 with pseudo-sequence DRB4_0103. The binding affinity (normalized) is 0.572.